Dataset: Catalyst prediction with 721,799 reactions and 888 catalyst types from USPTO. Task: Predict which catalyst facilitates the given reaction. (1) Reactant: [F:1][C:2]([F:22])([F:21])[C:3]1[CH:4]=[C:5]([C:9]2[CH:10]=[CH:11][C:12]3[N:18]4[CH2:19][C@H:15]([CH2:16][CH2:17]4)[NH:14][C:13]=3[N:20]=2)[CH:6]=[CH:7][CH:8]=1.ClC(Cl)(O[C:27](=[O:33])OC(Cl)(Cl)Cl)Cl.C(N(CC)CC)C.[F:42][C:43]([F:55])([F:54])[C:44]1([C:47]2[CH:48]=[C:49]([CH:51]=[CH:52][CH:53]=2)[NH2:50])[N:46]=[N:45]1. Product: [F:55][C:43]([F:42])([F:54])[C:44]1([C:47]2[CH:48]=[C:49]([NH:50][C:27]([N:14]3[C@@H:15]4[CH2:19][N:18]([CH2:17][CH2:16]4)[C:12]4[CH:11]=[CH:10][C:9]([C:5]5[CH:6]=[CH:7][CH:8]=[C:3]([C:2]([F:21])([F:1])[F:22])[CH:4]=5)=[N:20][C:13]3=4)=[O:33])[CH:51]=[CH:52][CH:53]=2)[N:45]=[N:46]1. The catalyst class is: 61. (2) Reactant: [I-].[CH3:2][S+](C)(C)=O.[H-].[Na+].[CH3:9][C:10]1[C:11](=[O:24])[O:12][C:13]2[C:18]([CH:19]=1)=[C:17]([O:20][CH2:21][O:22][CH3:23])[CH:16]=[CH:15][CH:14]=2.[NH4+].[Cl-]. Product: [CH3:9][C:10]12[CH2:2][CH:19]1[C:18]1[C:17]([O:20][CH2:21][O:22][CH3:23])=[CH:16][CH:15]=[CH:14][C:13]=1[O:12][C:11]2=[O:24]. The catalyst class is: 16.